This data is from NCI-60 drug combinations with 297,098 pairs across 59 cell lines. The task is: Regression. Given two drug SMILES strings and cell line genomic features, predict the synergy score measuring deviation from expected non-interaction effect. (1) Drug 1: CC(CN1CC(=O)NC(=O)C1)N2CC(=O)NC(=O)C2. Drug 2: CCCCC(=O)OCC(=O)C1(CC(C2=C(C1)C(=C3C(=C2O)C(=O)C4=C(C3=O)C=CC=C4OC)O)OC5CC(C(C(O5)C)O)NC(=O)C(F)(F)F)O. Cell line: M14. Synergy scores: CSS=14.3, Synergy_ZIP=-2.37, Synergy_Bliss=1.67, Synergy_Loewe=2.07, Synergy_HSA=1.23. (2) Drug 1: C1=CC(=CC=C1CCC2=CNC3=C2C(=O)NC(=N3)N)C(=O)NC(CCC(=O)O)C(=O)O. Drug 2: C#CCC(CC1=CN=C2C(=N1)C(=NC(=N2)N)N)C3=CC=C(C=C3)C(=O)NC(CCC(=O)O)C(=O)O. Cell line: PC-3. Synergy scores: CSS=53.3, Synergy_ZIP=1.66, Synergy_Bliss=-2.91, Synergy_Loewe=-10.9, Synergy_HSA=2.35. (3) Drug 1: CN(C)N=NC1=C(NC=N1)C(=O)N. Drug 2: CC1=CC=C(C=C1)C2=CC(=NN2C3=CC=C(C=C3)S(=O)(=O)N)C(F)(F)F. Cell line: NCI-H322M. Synergy scores: CSS=3.69, Synergy_ZIP=1.57, Synergy_Bliss=6.74, Synergy_Loewe=3.82, Synergy_HSA=3.82. (4) Drug 1: C1=NC2=C(N1)C(=S)N=C(N2)N. Drug 2: C1=CC=C(C(=C1)C(C2=CC=C(C=C2)Cl)C(Cl)Cl)Cl. Cell line: U251. Synergy scores: CSS=23.9, Synergy_ZIP=4.15, Synergy_Bliss=5.76, Synergy_Loewe=-14.3, Synergy_HSA=5.86. (5) Drug 1: CC1C(C(CC(O1)OC2CC(CC3=C2C(=C4C(=C3O)C(=O)C5=C(C4=O)C(=CC=C5)OC)O)(C(=O)C)O)N)O.Cl. Synergy scores: CSS=-15.5, Synergy_ZIP=-4.60, Synergy_Bliss=-21.4, Synergy_Loewe=-29.4, Synergy_HSA=-24.7. Drug 2: CC1CCC2CC(C(=CC=CC=CC(CC(C(=O)C(C(C(=CC(C(=O)CC(OC(=O)C3CCCCN3C(=O)C(=O)C1(O2)O)C(C)CC4CCC(C(C4)OC)OCCO)C)C)O)OC)C)C)C)OC. Cell line: SK-MEL-2. (6) Drug 1: CN1CCC(CC1)COC2=C(C=C3C(=C2)N=CN=C3NC4=C(C=C(C=C4)Br)F)OC. Drug 2: C1CC(C1)(C(=O)O)C(=O)O.[NH2-].[NH2-].[Pt+2]. Cell line: K-562. Synergy scores: CSS=40.2, Synergy_ZIP=-2.90, Synergy_Bliss=0.113, Synergy_Loewe=-23.5, Synergy_HSA=0.992.